This data is from Reaction yield outcomes from USPTO patents with 853,638 reactions. The task is: Predict the reaction yield, written as a fraction of the theoretical maximum amount of product (1.0 means a 100% yield; for example, 0.34 means a 34% yield). (1) The reactants are [F:1][C:2]([F:42])([F:41])[C:3]1[CH:4]=[C:5]([CH:34]=[C:35]([C:37]([F:40])([F:39])[F:38])[CH:36]=1)[CH2:6][N:7]1[C:11]([C:12]2[CH:17]=[CH:16][CH:15]=[CH:14][CH:13]=2)=[C:10]([C:18]([C:20]2[C:21]([CH:32]=[O:33])=[N:22][O:23][C:24]=2[C:25]2[CH:30]=[CH:29][CH:28]=[CH:27][C:26]=2[Cl:31])=[O:19])[N:9]=[N:8]1.[CH3:43][Mg]Br. The catalyst is C1COCC1.C(Cl)Cl. The product is [F:42][C:2]([F:1])([F:41])[C:3]1[CH:4]=[C:5]([CH:34]=[C:35]([C:37]([F:38])([F:39])[F:40])[CH:36]=1)[CH2:6][N:7]1[C:11]([C:12]2[CH:17]=[CH:16][CH:15]=[CH:14][CH:13]=2)=[C:10]([C:18]([C:20]2[C:21]([CH:32]([OH:33])[CH3:43])=[N:22][O:23][C:24]=2[C:25]2[CH:30]=[CH:29][CH:28]=[CH:27][C:26]=2[Cl:31])=[O:19])[N:9]=[N:8]1. The yield is 0.0600. (2) The yield is 0.760. No catalyst specified. The reactants are [Si]([O:8][CH:9]([C:22]1[O:23][C:24]([C:27]2[CH:28]=[C:29]([CH:34]=[CH:35][CH:36]=2)[C:30]([O:32][CH3:33])=[O:31])=[CH:25][N:26]=1)[CH2:10][CH2:11][CH2:12][CH2:13][CH2:14][CH2:15][C:16]1[CH:21]=[CH:20][CH:19]=[CH:18][CH:17]=1)(C(C)(C)C)(C)C.[Si](OC(C1OC([Sn](CCCC)(CCCC)CCCC)=CN=1)CCCCCCC1C=CC=CC=1)(C(C)(C)C)(C)C.BrC1C=C(C=CC=1)C(OC)=O. The product is [C:16]1([CH2:15][CH2:14][CH2:13][CH2:12][CH2:11][CH2:10][C:9]([C:22]2[O:23][C:24]([C:27]3[CH:28]=[C:29]([CH:34]=[CH:35][CH:36]=3)[C:30]([O:32][CH3:33])=[O:31])=[CH:25][N:26]=2)=[O:8])[CH:17]=[CH:18][CH:19]=[CH:20][CH:21]=1. (3) The product is [CH2:1]([O:3][C:4](=[O:16])[C:5]([CH3:15])([CH3:14])[C:6]1[CH:11]=[CH:10][CH:9]=[C:8]([C:12]#[N:18])[CH:7]=1)[CH3:2]. The catalyst is C(O)C. The yield is 0.780. The reactants are [CH2:1]([O:3][C:4](=[O:16])[C:5]([CH3:15])([CH3:14])[C:6]1[CH:11]=[CH:10][CH:9]=[C:8]([CH:12]=O)[CH:7]=1)[CH3:2].Cl.[NH2:18]O.C([O-])(=O)C.[Na+]. (4) The product is [CH3:10][O:9][C:7](=[O:8])[C:6]1[CH:11]=[CH:12][C:3]([CH:1]2[C:36]([C:37](=[O:45])[C:38]3[CH:43]=[CH:42][C:41]([CH3:44])=[CH:40][CH:39]=3)=[C:35]([OH:46])[C:34](=[O:33])[N:13]2[C:14]2[S:15][C:16]([S:19]([C:22]3[CH:23]=[CH:24][C:25]([N+:28]([O-:30])=[O:29])=[CH:26][CH:27]=3)(=[O:20])=[O:21])=[CH:17][N:18]=2)=[CH:4][CH:5]=1. The yield is 0.220. No catalyst specified. The reactants are [CH:1]([C:3]1[CH:12]=[CH:11][C:6]([C:7]([O:9][CH3:10])=[O:8])=[CH:5][CH:4]=1)=O.[NH2:13][C:14]1[S:15][C:16]([S:19]([C:22]2[CH:27]=[CH:26][C:25]([N+:28]([O-:30])=[O:29])=[CH:24][CH:23]=2)(=[O:21])=[O:20])=[CH:17][N:18]=1.C([O:33][C:34](=O)[C:35]([OH:46])=[CH:36][C:37](=[O:45])[C:38]1[CH:43]=[CH:42][C:41]([CH3:44])=[CH:40][CH:39]=1)C. (5) The reactants are [CH3:1][C:2]1([C:5]#[C:6][C:7]2[CH:12]=[C:11]([N+:13]([O-:15])=[O:14])[CH:10]=[CH:9][C:8]=2[NH:16]C(=O)CCC)[CH2:4][CH2:3]1.CCCC[N+](CCCC)(CCCC)CCCC.[F-]. The catalyst is C1COCC1. The product is [CH3:1][C:2]1([C:5]2[NH:16][C:8]3[C:7]([CH:6]=2)=[CH:12][C:11]([N+:13]([O-:15])=[O:14])=[CH:10][CH:9]=3)[CH2:4][CH2:3]1. The yield is 0.710. (6) The reactants are [F:1][C:2]([F:36])([F:35])[C:3]1[CH:8]=[C:7]([C:9]2[CH:14]=[CH:13][C:12]([C:15]([F:18])([F:17])[F:16])=[CH:11][CH:10]=2)[N:6]=[C:5]([C:19]2[CH:24]=[CH:23][N:22]=[C:21]([C:25]3[CH:26]=[C:27]([S:31]([NH2:34])(=[O:33])=[O:32])[CH:28]=[CH:29][CH:30]=3)[CH:20]=2)[N:4]=1.[C:37](O[C:37](=[O:40])[CH2:38][CH3:39])(=[O:40])[CH2:38][CH3:39].C(O)(=O)CC. The catalyst is C([O-])(O)=O.[Na+]. The product is [C:37]([NH:34][S:31]([C:27]1[CH:28]=[CH:29][CH:30]=[C:25]([C:21]2[CH:20]=[C:19]([C:5]3[N:4]=[C:3]([C:2]([F:1])([F:35])[F:36])[CH:8]=[C:7]([C:9]4[CH:10]=[CH:11][C:12]([C:15]([F:18])([F:17])[F:16])=[CH:13][CH:14]=4)[N:6]=3)[CH:24]=[CH:23][N:22]=2)[CH:26]=1)(=[O:33])=[O:32])(=[O:40])[CH2:38][CH3:39]. The yield is 0.780. (7) The reactants are Br[C:2]1[CH:7]=[CH:6][C:5]([N+:8]([O-:10])=[O:9])=[CH:4][N:3]=1.[NH2:11][C:12]1[CH:17]=[CH:16][CH:15]=[CH:14][CH:13]=1.C1(P(C2C=CC=CC=2)CCCP(C2C=CC=CC=2)C2C=CC=CC=2)C=CC=CC=1.CC(C)([O-])C.[Na+]. The catalyst is C(OCC)(=O)C.C1C=CC(/C=C/C(/C=C/C2C=CC=CC=2)=O)=CC=1.C1C=CC(/C=C/C(/C=C/C2C=CC=CC=2)=O)=CC=1.C1C=CC(/C=C/C(/C=C/C2C=CC=CC=2)=O)=CC=1.[Pd].[Pd].C1(C)C=CC=CC=1. The product is [N+:8]([C:5]1[CH:6]=[CH:7][C:2]([NH:11][C:12]2[CH:17]=[CH:16][CH:15]=[CH:14][CH:13]=2)=[N:3][CH:4]=1)([O-:10])=[O:9]. The yield is 0.340. (8) The reactants are [CH3:1][N:2]([CH2:4][CH2:5][N:6]1[C:20](=[O:21])[C:15]2=[CH:16][C:17]([NH2:19])=[CH:18][C:13]3[C:14]2=[C:9]([CH:10]=[CH:11][CH:12]=3)[C:7]1=[O:8])[CH3:3].[C:22]([C:24]1[CH:29]=[CH:28][C:27]([N:30]=[C:31]=[O:32])=[CH:26][CH:25]=1)#[N:23]. The catalyst is C(#N)C. The product is [CH3:3][N:2]([CH3:1])[CH2:4][CH2:5][N:6]1[C:20](=[O:21])[C:15]2[CH:16]=[C:17]([NH:19][C:31]([NH:30][C:27]3[CH:28]=[CH:29][C:24]([C:22]#[N:23])=[CH:25][CH:26]=3)=[O:32])[CH:18]=[C:13]3[C:14]=2[C:9](=[CH:10][CH:11]=[CH:12]3)[C:7]1=[O:8]. The yield is 0.870. (9) The reactants are [Br:1][C:2]1[CH:7]=[CH:6][C:5]([S:8][CH3:9])=[C:4](F)[CH:3]=1.[CH3:11][S-:12].[Na+]. The catalyst is CN(C=O)C. The product is [Br:1][C:2]1[CH:7]=[CH:6][C:5]([S:8][CH3:9])=[C:4]([S:12][CH3:11])[CH:3]=1. The yield is 0.890.